The task is: Predict the product of the given reaction.. This data is from Forward reaction prediction with 1.9M reactions from USPTO patents (1976-2016). Given the reactants [NH:1]1[C:11]2[C:6](=[CH:7][CH:8]=[CH:9][CH:10]=2)[C:4](=[O:5])[C:2]1=[O:3].[H-].[Na+].Br[CH2:15][C:16]1[C:17]2[CH:24]=[C:23]([Cl:25])[CH:22]=[CH:21][C:18]=2[S:19][CH:20]=1, predict the reaction product. The product is: [Cl:25][C:23]1[CH:22]=[CH:21][C:18]2[S:19][CH:20]=[C:16]([CH2:15][N:1]3[C:11]4[C:6](=[CH:7][CH:8]=[CH:9][CH:10]=4)[C:4](=[O:5])[C:2]3=[O:3])[C:17]=2[CH:24]=1.